This data is from Catalyst prediction with 721,799 reactions and 888 catalyst types from USPTO. The task is: Predict which catalyst facilitates the given reaction. (1) Reactant: [OH-].[Na+].[CH2:3]([O:5][C:6]1[CH:11]=[CH:10][C:9]([C:12]([F:15])([F:14])[F:13])=[CH:8][C:7]=1[C:16]1[CH:20]=[C:19]([C:21]2[CH:30]=[CH:29][C:28]3[C:23](=[CH:24][CH:25]=[C:26]([O:31][CH3:32])[CH:27]=3)[CH:22]=2)[N:18]([C@H:33]([C:35]2[CH:50]=[CH:49][C:38]([C:39]([NH:41][CH2:42][CH2:43][C:44]([O:46]CC)=[O:45])=[O:40])=[CH:37][CH:36]=2)[CH3:34])[N:17]=1)[CH3:4].Cl. Product: [CH2:3]([O:5][C:6]1[CH:11]=[CH:10][C:9]([C:12]([F:15])([F:13])[F:14])=[CH:8][C:7]=1[C:16]1[CH:20]=[C:19]([C:21]2[CH:30]=[CH:29][C:28]3[C:23](=[CH:24][CH:25]=[C:26]([O:31][CH3:32])[CH:27]=3)[CH:22]=2)[N:18]([C@H:33]([C:35]2[CH:36]=[CH:37][C:38]([C:39]([NH:41][CH2:42][CH2:43][C:44]([OH:46])=[O:45])=[O:40])=[CH:49][CH:50]=2)[CH3:34])[N:17]=1)[CH3:4]. The catalyst class is: 36. (2) Reactant: C(OC(=O)[NH:7][CH2:8][CH2:9][CH:10]([NH:17][C:18]1[N:23]=[C:22]([C:24]2[C:32]3[C:27](=[N:28][C:29]([NH:33][CH2:34][CH2:35][N:36]4[CH2:41][CH2:40][O:39][CH2:38][CH2:37]4)=[N:30][CH:31]=3)[NH:26][N:25]=2)[CH:21]=[CH:20][N:19]=1)[C:11]1[CH:16]=[CH:15][CH:14]=[CH:13][CH:12]=1)(C)(C)C.Cl. Product: [N:36]1([CH2:35][CH2:34][NH:33][C:29]2[N:28]=[C:27]3[NH:26][N:25]=[C:24]([C:22]4[CH:21]=[CH:20][N:19]=[C:18]([NH:17][CH:10]([C:11]5[CH:16]=[CH:15][CH:14]=[CH:13][CH:12]=5)[CH2:9][CH2:8][NH2:7])[N:23]=4)[C:32]3=[CH:31][N:30]=2)[CH2:41][CH2:40][O:39][CH2:38][CH2:37]1. The catalyst class is: 14. (3) Reactant: I(C1C=CC=C(CC([O-])=O)C=1CC([O-])=O)=O.[Cl:17][C:18]1[CH:23]=[CH:22][CH:21]=[CH:20][C:19]=1[NH:24][C:25](=[NH:29])[CH:26]([CH3:28])[CH3:27]. Product: [Cl:17][C:18]1[C:19]2[N:24]=[C:25]([CH:26]([CH3:27])[CH3:28])[NH:29][C:20]=2[CH:21]=[CH:22][CH:23]=1. The catalyst class is: 11.